This data is from NCI-60 drug combinations with 297,098 pairs across 59 cell lines. The task is: Regression. Given two drug SMILES strings and cell line genomic features, predict the synergy score measuring deviation from expected non-interaction effect. (1) Drug 1: CC1=CC2C(CCC3(C2CCC3(C(=O)C)OC(=O)C)C)C4(C1=CC(=O)CC4)C. Drug 2: C1=CC(=CC=C1CCCC(=O)O)N(CCCl)CCCl. Cell line: MDA-MB-435. Synergy scores: CSS=-1.34, Synergy_ZIP=0.828, Synergy_Bliss=-0.477, Synergy_Loewe=-7.49, Synergy_HSA=-5.43. (2) Drug 1: CCC1=CC2CC(C3=C(CN(C2)C1)C4=CC=CC=C4N3)(C5=C(C=C6C(=C5)C78CCN9C7C(C=CC9)(C(C(C8N6C)(C(=O)OC)O)OC(=O)C)CC)OC)C(=O)OC.C(C(C(=O)O)O)(C(=O)O)O. Drug 2: C1=CN(C(=O)N=C1N)C2C(C(C(O2)CO)O)O.Cl. Cell line: SK-OV-3. Synergy scores: CSS=42.4, Synergy_ZIP=-6.79, Synergy_Bliss=-3.58, Synergy_Loewe=-7.28, Synergy_HSA=-1.28. (3) Drug 1: CC12CCC(CC1=CCC3C2CCC4(C3CC=C4C5=CN=CC=C5)C)O. Drug 2: CC1C(C(CC(O1)OC2CC(OC(C2O)C)OC3=CC4=CC5=C(C(=O)C(C(C5)C(C(=O)C(C(C)O)O)OC)OC6CC(C(C(O6)C)O)OC7CC(C(C(O7)C)O)OC8CC(C(C(O8)C)O)(C)O)C(=C4C(=C3C)O)O)O)O. Cell line: HCT-15. Synergy scores: CSS=7.52, Synergy_ZIP=-1.22, Synergy_Bliss=5.10, Synergy_Loewe=2.78, Synergy_HSA=2.88. (4) Drug 1: CC1=C(C=C(C=C1)NC2=NC=CC(=N2)N(C)C3=CC4=NN(C(=C4C=C3)C)C)S(=O)(=O)N.Cl. Drug 2: C1CC(=O)NC(=O)C1N2C(=O)C3=CC=CC=C3C2=O. Cell line: SNB-75. Synergy scores: CSS=5.64, Synergy_ZIP=-0.835, Synergy_Bliss=4.18, Synergy_Loewe=3.26, Synergy_HSA=3.97. (5) Drug 1: C1=NC2=C(N=C(N=C2N1C3C(C(C(O3)CO)O)O)F)N. Drug 2: C1C(C(OC1N2C=NC3=C2NC=NCC3O)CO)O. Cell line: MALME-3M. Synergy scores: CSS=8.62, Synergy_ZIP=-0.616, Synergy_Bliss=-0.0628, Synergy_Loewe=1.22, Synergy_HSA=-0.145. (6) Drug 1: C1=CC=C(C(=C1)C(C2=CC=C(C=C2)Cl)C(Cl)Cl)Cl. Cell line: ACHN. Synergy scores: CSS=2.63, Synergy_ZIP=-1.18, Synergy_Bliss=0.0855, Synergy_Loewe=0.316, Synergy_HSA=0.184. Drug 2: C1=CN(C=N1)CC(O)(P(=O)(O)O)P(=O)(O)O. (7) Drug 1: COC1=CC(=CC(=C1O)OC)C2C3C(COC3=O)C(C4=CC5=C(C=C24)OCO5)OC6C(C(C7C(O6)COC(O7)C8=CC=CS8)O)O. Drug 2: C1=C(C(=O)NC(=O)N1)F. Cell line: CCRF-CEM. Synergy scores: CSS=48.2, Synergy_ZIP=-12.7, Synergy_Bliss=-13.1, Synergy_Loewe=-20.0, Synergy_HSA=-5.29.